This data is from Forward reaction prediction with 1.9M reactions from USPTO patents (1976-2016). The task is: Predict the product of the given reaction. Given the reactants [NH2:1][C:2]1[C:7]([NH2:8])=[C:6]([NH:9][C@@H:10]2[C@@H:15]3[CH2:16][C@@H:12]([CH:13]=[CH:14]3)[C@@H:11]2[C:17]([NH2:19])=[O:18])[C:5]([Cl:20])=[CH:4][N:3]=1.[CH3:21][O:22][C:23]1[CH:30]=[C:29]([CH:31]2[CH2:36][CH2:35][N:34]([CH3:37])[CH2:33][CH2:32]2)[CH:28]=[CH:27][C:24]=1[CH:25]=O, predict the reaction product. The product is: [Cl:20][C:5]1[C:6]([NH:9][C@@H:10]2[C@@H:15]3[CH2:16][C@@H:12]([CH:13]=[CH:14]3)[C@@H:11]2[C:17]([NH2:19])=[O:18])=[C:7]2[N:8]=[C:25]([C:24]3[CH:27]=[CH:28][C:29]([CH:31]4[CH2:32][CH2:33][N:34]([CH3:37])[CH2:35][CH2:36]4)=[CH:30][C:23]=3[O:22][CH3:21])[NH:1][C:2]2=[N:3][CH:4]=1.